From a dataset of NCI-60 drug combinations with 297,098 pairs across 59 cell lines. Regression. Given two drug SMILES strings and cell line genomic features, predict the synergy score measuring deviation from expected non-interaction effect. (1) Drug 1: CN(C)C1=NC(=NC(=N1)N(C)C)N(C)C. Drug 2: C(=O)(N)NO. Cell line: HOP-62. Synergy scores: CSS=-4.57, Synergy_ZIP=2.04, Synergy_Bliss=1.07, Synergy_Loewe=-4.59, Synergy_HSA=-4.19. (2) Drug 1: C1=CC(=CC=C1CC(C(=O)O)N)N(CCCl)CCCl.Cl. Drug 2: CC(C)NC(=O)C1=CC=C(C=C1)CNNC.Cl. Cell line: HL-60(TB). Synergy scores: CSS=22.0, Synergy_ZIP=0.414, Synergy_Bliss=2.87, Synergy_Loewe=-28.8, Synergy_HSA=-0.958. (3) Cell line: SNB-19. Drug 2: CC(C)NC(=O)C1=CC=C(C=C1)CNNC.Cl. Drug 1: C1=CC=C(C(=C1)C(C2=CC=C(C=C2)Cl)C(Cl)Cl)Cl. Synergy scores: CSS=-7.97, Synergy_ZIP=3.73, Synergy_Bliss=3.74, Synergy_Loewe=-2.25, Synergy_HSA=-1.49. (4) Drug 1: C1=CC(=CC=C1C#N)C(C2=CC=C(C=C2)C#N)N3C=NC=N3. Drug 2: CCCCCOC(=O)NC1=NC(=O)N(C=C1F)C2C(C(C(O2)C)O)O. Cell line: OVCAR-4. Synergy scores: CSS=-1.62, Synergy_ZIP=1.68, Synergy_Bliss=0.384, Synergy_Loewe=-3.93, Synergy_HSA=-4.38. (5) Drug 1: CCC1=CC2CC(C3=C(CN(C2)C1)C4=CC=CC=C4N3)(C5=C(C=C6C(=C5)C78CCN9C7C(C=CC9)(C(C(C8N6C)(C(=O)OC)O)OC(=O)C)CC)OC)C(=O)OC.C(C(C(=O)O)O)(C(=O)O)O. Drug 2: CC1=CC=C(C=C1)C2=CC(=NN2C3=CC=C(C=C3)S(=O)(=O)N)C(F)(F)F. Cell line: SF-295. Synergy scores: CSS=48.6, Synergy_ZIP=-2.72, Synergy_Bliss=-0.294, Synergy_Loewe=-42.2, Synergy_HSA=1.07. (6) Cell line: OVCAR-8. Synergy scores: CSS=27.2, Synergy_ZIP=-5.31, Synergy_Bliss=-10.4, Synergy_Loewe=-35.3, Synergy_HSA=-9.33. Drug 2: CC1=C(C(CCC1)(C)C)C=CC(=CC=CC(=CC(=O)O)C)C. Drug 1: C1=CC(=C2C(=C1NCCNCCO)C(=O)C3=C(C=CC(=C3C2=O)O)O)NCCNCCO.